From a dataset of Drug-target binding data from BindingDB using IC50 measurements. Regression. Given a target protein amino acid sequence and a drug SMILES string, predict the binding affinity score between them. We predict pIC50 (pIC50 = -log10(IC50 in M); higher means more potent). Dataset: bindingdb_ic50. (1) The drug is CCCCSCC(P(=O)(O)O)P(=O)(O)O. The target protein sequence is MVDAVSLVSCRARHSHSLFAFSLSRRSCIQKHRFFSYVKSVPSSLPSPSSSSSPFTLSPRRRCLPPLVLPLEAAGHLPPALHSGSGISCPRSSSLSLSSSSPMRAPPSISLGLPPAQRPSLCFSPTSRLSAPVSPWSFSRQLSLATLAPLASVSSWKKAAALPKPDGAAAVSDERTSAERADALAGAWRASASHVEDRFKQAFPEVRGTLLSHIAGLDLPASLSARLLSYYARLLDYTCSGGKLTRGILVLYAAAAASHAPVLPPPSPSPAAAPASSASSVSSSPCSSSLAESERVPGSALSPALPPSSFRCLAALGWCVELLQSCFLVMDDVMDHSLTRRGKQCWYRCDGIGVSNAVNDSLVLEAAVYRVLREYLGDHPAYVQLQDLLLGNTFTTLIGQHLDSEDALAALSEASQNLESRQSEDNSSASSATAAGSSLLRDASLSDKDFTHHSYVSSSLSSSRSSPSLSASSLPSSEVLAQKLADRQATVARLKTSHYS.... The pIC50 is 7.3. (2) The small molecule is c1cc[n+](CCCCCCCCCCCC[n+]2ccccc2)cc1. The target protein (P07692) has sequence MREMNLLVTSSLGVLLHLVVLCQADDDSELLVNTKSGKVMRTRIPVLSSHISAFLGIPFAEPPVGNMRFRRPEPKKPWSGVWNASTYPNNCQQYVDEQFPGFPGSEMWNPNREMSEDCLYLNIWVPSPRPKSATVMLWIYGGGFYSGSSTLDVYNGKYLAYTEEVVLVSLSYRVGAFGFLALHGSQEAPGNMGLLDQRMALQWVHDNIQFFGGDPKTVTLFGESAGRASVGMHILSPGSRDLFRRAILQSGSPNCPWASVSVAEGRRRAVELRRNLNCNLNSDEDLIQCLREKKPQELIDVEWNVLPFDSIFRFSFVPVIDGEFFPTSLESMLNAGNFKKTQILLGVNKDEGSFFLLYGAPGFSKDSESKISREDFMSGVKLSVPHANDLGLDAVTLQYTDWMDDNNGIKNRDGLDDIVGDHNVICPLMHFVNKYTKFGNGTYLYFFNHRASNLVWPEWMGVIHGYEIEFVFGLPLVKELNYTAEEEALSRRIMHYWATF.... The pIC50 is 7.8. (3) The compound is CC(C)[C@@](O)(C[C@H]1C(=O)C(C(=O)[C@@H]2[C@H](C)C=C[C@@H]3CCCC[C@H]32)C(=O)N1C)C(=O)O. The target protein (Q9BT73) has sequence MEDTPLVISKQKTEVVCGVPTQVVCTAFSSHILVVVTQFGKMGTLVSLEPSSVASDVSKPVLTTKVLLGQDEPLIHVFAKNLVAFVSQEAGNRAVLLAVAVKDKSMEGLKALREVIRVCQVW. The pIC50 is 6.7. (4) The drug is O=C(c1ccc(C(=O)N2CCC(N3CCCCC3)CC2)cc1)N1CCC(N2CCCCC2)CC1. The target protein (Q96JM7) has sequence MTESASSTSGQEFDVFSVMDWKDGVGTLPGSDLKFRVNEFGALEVITDENEMENVKKATATTTWMVPTAQEAPTSPPSSRPVFPPAYWTSPPGCPTVFSEKTGMPFRLKDPVKVEGLQFCENCCQYGNVDECLSGGNYCSQNCARHIKDKDQKEERDVEEDNEEEDPKCSRKKKPKLSLKADTKEDGEERDDEMENKQDVRILRGSQRARRKRRGDSAVLKQGLPPKGKKAWCWASYLEEEKAVAVPAKLFKEHQSFPYNKNGFKVGMKLEGVDPEHQSVYCVLTVAEVCGYRIKLHFDGYSDCYDFWVNADALDIHPVGWCEKTGHKLHPPKGYKEEEFNWQTYLKTCKAQAAPKSLFENQNITVIPSGFRVGMKLEAVDKKNPSFICVATVTDMVDNRFLVHFDNWDESYDYWCEASSPHIHPVGWCKEHRRTLITPPGYPNVKHFSWDKYLEETNSLPAPARAFKVKPPHGFQKKMKLEVVDKRNPMFIRVATVADT.... The pIC50 is 5.0. (5) The drug is Oc1cc(-c2ccccc2)nc2cc3c(cc12)OCO3. The target protein (Q6B856) has sequence MREIVHIQAGQCGNQIGAKFWEVISDEHGIDPTGSYHGDSDLQLERINVYYNEATGNKYVPRAILVDLEPGTMDSVRSGPFGQIFRPDNFVFGQSGAGNNWAKGHYTEGAELVDSVLDVVRKESESCDCLQGFQLTHSLGGGTGSGMGTLLISKIREEYPDRIMNTFSVMPSPKVSDTVVEPYNATLSVHQLVENTDETYCIDNEALYDICFRTLKLTTPTYGDLNHLVSATMSGVTTCLRFPGQLNADLRKLAVNMVPFPRLHFFMPGFAPLTSRGSQQYRALTVPELTQQMFDSKNMMAACDPRHGRYLTVAAIFRGRMSMKEVDEQMLNVQNKNSSYFVEWIPNNVKTAVCDIPPRGLKMSATFIGNSTAIQELFKRISEQFTAMFRRKAFLHWYTGEGMDEMEFTEAESNMNDLVSEYQQYQDATADEQGEFEEEEGEDEA. The pIC50 is 6.2.